Dataset: Catalyst prediction with 721,799 reactions and 888 catalyst types from USPTO. Task: Predict which catalyst facilitates the given reaction. Reactant: [Cl:1]N1C(=O)CCC1=O.[Cl:9][C:10]1[N:11]=[CH:12][C:13]([N:16]2[CH2:21][CH2:20][CH:19]([N:22]3[CH2:26][CH2:25][C@H:24]([NH:27][C:28]4[CH:33]=[CH:32][C:31]([S:34]([CH3:37])(=[O:36])=[O:35])=[CH:30][C:29]=4[F:38])[C:23]3=[O:39])[CH2:18][CH2:17]2)=[N:14][CH:15]=1. Product: [Cl:1][C:12]1[C:13]([N:16]2[CH2:21][CH2:20][CH:19]([N:22]3[CH2:26][CH2:25][C@H:24]([NH:27][C:28]4[CH:33]=[CH:32][C:31]([S:34]([CH3:37])(=[O:35])=[O:36])=[CH:30][C:29]=4[F:38])[C:23]3=[O:39])[CH2:18][CH2:17]2)=[N:14][CH:15]=[C:10]([Cl:9])[N:11]=1. The catalyst class is: 52.